From a dataset of Forward reaction prediction with 1.9M reactions from USPTO patents (1976-2016). Predict the product of the given reaction. Given the reactants [CH2:1]([O:8][C:9]1[CH:14]=[CH:13][C:12]([C:15](=[O:23])[CH2:16][C:17]2[CH:22]=[CH:21][N:20]=[CH:19][CH:18]=2)=[CH:11][CH:10]=1)[C:2]1[CH:7]=[CH:6][CH:5]=[CH:4][CH:3]=1.[Br:24]Br, predict the reaction product. The product is: [CH2:1]([O:8][C:9]1[CH:14]=[CH:13][C:12]([C:15](=[O:23])[CH:16]([Br:24])[C:17]2[CH:22]=[CH:21][N:20]=[CH:19][CH:18]=2)=[CH:11][CH:10]=1)[C:2]1[CH:3]=[CH:4][CH:5]=[CH:6][CH:7]=1.